The task is: Predict the product of the given reaction.. This data is from Forward reaction prediction with 1.9M reactions from USPTO patents (1976-2016). (1) Given the reactants P([O-])(O)(O)=O.[K+].P([O-])([O-])(O)=O.[K+].[K+].C1C=[N+]([C@@H]2O[C@H](COP(OP(OC[C@H]3O[C@@H](N4C5N=CN=C(N)C=5N=C4)[C@H](OP(O)(O)=O)[C@@H]3O)(O)=O)(O)=O)[C@@H](O)[C@H]2O)C=C(C(N)=O)C=1.O=C[C@@H]([C@H]([C@@H]([C@@H](CO)O)O)O)O.[O:74]=[C:75]1[CH2:80][CH2:79][CH2:78][CH2:77][CH:76]1[C:81]([O:83][CH2:84][CH3:85])=[O:82].C(=O)([O-])[O-].[Na+].[Na+], predict the reaction product. The product is: [OH:74][CH:75]1[CH2:80][CH2:79][CH2:78][CH2:77][CH:76]1[C:81]([O:83][CH2:84][CH3:85])=[O:82]. (2) Given the reactants Br[CH2:2][CH2:3][O:4][C:5]1[CH:10]=[CH:9][C:8]([O:11][CH3:12])=[C:7]([O:13][CH3:14])[CH:6]=1.[F:15][C:16]1[CH:21]=[CH:20][C:19]([CH:22]([C:35]2[CH:40]=[CH:39][C:38]([F:41])=[CH:37][CH:36]=2)[CH2:23][CH2:24][CH2:25][CH2:26][C:27]([N:29]2[CH2:34][CH2:33][NH:32][CH2:31][CH2:30]2)=[O:28])=[CH:18][CH:17]=1.C([O-])([O-])=O.[K+].[K+].CCOC(C)=O, predict the reaction product. The product is: [CH3:14][O:13][C:7]1[CH:6]=[C:5]([CH:10]=[CH:9][C:8]=1[O:11][CH3:12])[O:4][CH2:3][CH2:2][N:32]1[CH2:33][CH2:34][N:29]([C:27](=[O:28])[CH2:26][CH2:25][CH2:24][CH2:23][CH:22]([C:19]2[CH:18]=[CH:17][C:16]([F:15])=[CH:21][CH:20]=2)[C:35]2[CH:40]=[CH:39][C:38]([F:41])=[CH:37][CH:36]=2)[CH2:30][CH2:31]1. (3) The product is: [Cl:1][C:2]1[CH:3]=[CH:4][C:5]([O:18][C:19]([CH3:20])([C:21]2[N:25]([CH3:26])[C:24]([C:27]3[CH:32]=[CH:31][CH:30]=[CH:29][C:28]=3[C:33]([F:36])([F:35])[F:34])=[N:23][N:22]=2)[CH3:37])=[C:6]([C:7]2[O:8][CH:11]=[C:10]([C:13]([O:15][CH3:16])=[O:14])[N:9]=2)[CH:17]=1. Given the reactants [Cl:1][C:2]1[CH:3]=[CH:4][C:5]([O:18][C:19]([CH3:37])([C:21]2[N:25]([CH3:26])[C:24]([C:27]3[CH:32]=[CH:31][CH:30]=[CH:29][C:28]=3[C:33]([F:36])([F:35])[F:34])=[N:23][N:22]=2)[CH3:20])=[C:6]([CH:17]=1)[C:7]([NH:9][C@H:10]([C:13]([O:15][CH3:16])=[O:14])[CH2:11]O)=[O:8].COCCN(CCOC)S(F)(F)F.BrC(Cl)(Cl)Cl.C1CCN2C(=NCCC2)CC1, predict the reaction product. (4) The product is: [CH3:79][C:70]1([CH3:69])[C:74]2[CH:84]=[C:85]([NH2:87])[CH:13]=[CH:68][C:73]=2[C:72]([C:4]2[CH:5]=[CH:6][C:7]([NH2:9])=[CH:8][CH:3]=2)([CH3:77])[CH2:71]1.[CH:51]1[C:52]([C:79]([C:70]2[CH:69]=[CH:68][C:73]3[C:74]([O:76][C:77](=[O:78])[C:72]=3[CH:71]=2)=[O:75])=[O:81])=[CH:53][C:54]2[C:55]([O:48][C:47](=[O:46])[C:49]=2[CH:50]=1)=[O:2]. Given the reactants C[O:2][C:3]1[CH:8]=[C:7]([NH2:9])[C:6](N)=[CH:5][C:4]=1OC.[CH3:13][CH2:13]CCC/C=C/C/C=C/C/C=[CH:55]/[CH2:54]/[CH:53]=[CH:52]/[CH2:51][CH2:50][CH2:49][C:47]([O:46]C[C@@H]([O:46][C:47]([CH2:49][CH2:50][CH2:51]/[CH:52]=[CH:53]/[CH2:54]/[CH:55]=C/C/C=C/C/C=C/CCCCC)=[O:48])COP(OCCN)(O)=O)=[O:48].[CH:68]1[C:73]2[C:74]([O:76][C:77](=[O:78])[C:72]=2[CH:71]=[C:70]2[C:79]([O:81]C(=O)[C:69]=12)=O)=[O:75].[CH3:84][C:85]([N:87](C)C)=O, predict the reaction product. (5) Given the reactants C([O:4][CH:5]([C:7]1[N+:8]([O-:19])=[CH:9][C:10]2[C:15]([C:16]=1[Br:17])=[CH:14][C:13]([F:18])=[CH:12][CH:11]=2)[CH3:6])(=O)C.C(=O)([O-])[O-].[K+].[K+], predict the reaction product. The product is: [Br:17][C:16]1[C:15]2[C:10](=[CH:11][CH:12]=[C:13]([F:18])[CH:14]=2)[CH:9]=[N+:8]([O-:19])[C:7]=1[CH:5]([OH:4])[CH3:6]. (6) Given the reactants [F:1][C:2]1[CH:7]=[C:6](F)[CH:5]=[C:4]([F:9])[N:3]=1.[CH3:10][N:11]1[CH2:16][CH2:15][NH:14][CH2:13][CH2:12]1.O, predict the reaction product. The product is: [F:1][C:2]1[CH:7]=[C:6]([N:14]2[CH2:15][CH2:16][N:11]([CH3:10])[CH2:12][CH2:13]2)[CH:5]=[C:4]([F:9])[N:3]=1.